Dataset: Reaction yield outcomes from USPTO patents with 853,638 reactions. Task: Predict the reaction yield, written as a fraction of the theoretical maximum amount of product (1.0 means a 100% yield; for example, 0.34 means a 34% yield). (1) The reactants are Br[C:2]1[CH:3]=[C:4]([CH2:8][C:9]([O:11][CH2:12][CH3:13])=[O:10])[CH:5]=[CH:6][CH:7]=1.O.[F-].C([N+](CCCC)(CCCC)CCCC)CCC.[CH:33]#[C:34][CH2:35][CH2:36][CH3:37]. The catalyst is Cl[Pd](Cl)([P](C1C=CC=CC=1)(C1C=CC=CC=1)C1C=CC=CC=1)[P](C1C=CC=CC=1)(C1C=CC=CC=1)C1C=CC=CC=1.O. The product is [C:33]([C:2]1[CH:3]=[C:4]([CH2:8][C:9]([O:11][CH2:12][CH3:13])=[O:10])[CH:5]=[CH:6][CH:7]=1)#[C:34][CH2:35][CH2:36][CH3:37]. The yield is 0.790. (2) The reactants are [NH2:1][C:2]1[CH:3]=[C:4]2[C:8](=[CH:9][CH:10]=1)[N:7]([CH2:11][C:12]1[CH:17]=[CH:16][CH:15]=[CH:14][CH:13]=1)[C:6]([C:18]([O:20][CH2:21][CH3:22])=[O:19])=[C:5]2[C:23]1[CH:28]=[CH:27][CH:26]=[CH:25][CH:24]=1.CO[CH:31]1[CH2:35][CH2:34][CH:33](OC)O1. The catalyst is C(O)(=O)C. The product is [CH2:11]([N:7]1[C:8]2[C:4](=[CH:3][C:2]([N:1]3[CH:31]=[CH:35][CH:34]=[CH:33]3)=[CH:10][CH:9]=2)[C:5]([C:23]2[CH:24]=[CH:25][CH:26]=[CH:27][CH:28]=2)=[C:6]1[C:18]([O:20][CH2:21][CH3:22])=[O:19])[C:12]1[CH:17]=[CH:16][CH:15]=[CH:14][CH:13]=1. The yield is 0.950. (3) The reactants are [Cl:1][C:2]1[N:3]=[N:4][C:5]([Cl:17])=[CH:6][C:7]=1[N:8]1[CH2:13][CH2:12][CH:11]([CH2:14][CH2:15][OH:16])[CH2:10][CH2:9]1.O[C:19]1[CH:26]=[CH:25][C:22]([C:23]#[N:24])=[CH:21][CH:20]=1.C1(P(C2C=CC=CC=2)C2C=CC=CC=2)C=CC=CC=1.N(C(OCC)=O)=NC(OCC)=O. The catalyst is O1CCCC1. The product is [Cl:1][C:2]1[N:3]=[N:4][C:5]([Cl:17])=[CH:6][C:7]=1[N:8]1[CH2:13][CH2:12][CH:11]([CH2:14][CH2:15][O:16][C:19]2[CH:26]=[CH:25][C:22]([C:23]#[N:24])=[CH:21][CH:20]=2)[CH2:10][CH2:9]1. The yield is 0.340. (4) The product is [CH2:1]([C:4]1([C:32]([O:34][CH2:46][CH3:50])=[O:33])[CH2:9][CH2:8][N:7]([C:10]2[N:15]=[CH:14][C:13]([C:16]3[CH:17]=[C:18]([C:57]4[CH:62]=[N:61][CH:60]=[CH:59][N:58]=4)[C:19]4[S:23][C:22]([NH:24][C:25](=[O:26])[NH:27][CH2:28][CH3:29])=[N:21][C:20]=4[CH:30]=3)=[CH:12][N:11]=2)[CH2:6][CH2:5]1)[CH:2]=[CH2:3]. The catalyst is CS(C)=O.C1C=CC([P]([Pd]([P](C2C=CC=CC=2)(C2C=CC=CC=2)C2C=CC=CC=2)([P](C2C=CC=CC=2)(C2C=CC=CC=2)C2C=CC=CC=2)[P](C2C=CC=CC=2)(C2C=CC=CC=2)C2C=CC=CC=2)(C2C=CC=CC=2)C2C=CC=CC=2)=CC=1.C(Cl)Cl. The yield is 0.580. The reactants are [CH2:1]([C:4]1([C:32]([O-:34])=[O:33])[CH2:9][CH2:8][N:7]([C:10]2[N:15]=[CH:14][C:13]([C:16]3[CH:17]=[C:18](Br)[C:19]4[S:23][C:22]([NH:24][C:25]([NH:27][CH2:28][CH3:29])=[O:26])=[N:21][C:20]=4[CH:30]=3)=[CH:12][N:11]=2)[CH2:6][CH2:5]1)[CH:2]=[CH2:3].B1(B2OC[C:46]([CH3:50])(C)CO2)OCC(C)(C)CO1.C([O-])(=O)C.[K+].Cl[C:57]1[CH:62]=[N:61][CH:60]=[CH:59][N:58]=1.C([O-])([O-])=O.[Cs+].[Cs+]. (5) The reactants are [Br:1][C:2]1[CH:3]=[N:4][C:5]2[N:6]([N:8]=[C:9]([CH3:13])[C:10]=2[CH:11]=O)[CH:7]=1.Cl.[NH2:15][CH2:16][CH:17]([CH2:24][CH2:25][CH3:26])[CH2:18][C:19](OCC)=[O:20].C(N(CC)CC)C.[BH4-].[Na+]. The catalyst is CO.O. The product is [Br:1][C:2]1[CH:3]=[N:4][C:5]2[N:6]([N:8]=[C:9]([CH3:13])[C:10]=2[CH2:11][N:15]2[CH2:16][CH:17]([CH2:24][CH2:25][CH3:26])[CH2:18][C:19]2=[O:20])[CH:7]=1. The yield is 0.450. (6) The reactants are [NH:1]1[CH:5]=[C:4]([C:6]2[CH:11]=[CH:10][N:9]=[C:8]3[N:12]([CH2:15][O:16][CH2:17][CH2:18][Si:19]([CH3:22])([CH3:21])[CH3:20])[CH:13]=[CH:14][C:7]=23)[CH:3]=[N:2]1.[C:23]([C:25]1[CH:26]=[C:27](B(O)O)[CH:28]=[CH:29][CH:30]=1)#[N:24].CN(C=O)C.N1C=CC=CC=1. The catalyst is C(OCC)(=O)C.C([O-])(=O)C.C([O-])(=O)C.[Cu+2]. The product is [CH3:20][Si:19]([CH3:22])([CH3:21])[CH2:18][CH2:17][O:16][CH2:15][N:12]1[C:8]2=[N:9][CH:10]=[CH:11][C:6]([C:4]3[CH:5]=[N:1][N:2]([C:29]4[CH:30]=[C:25]([CH:26]=[CH:27][CH:28]=4)[C:23]#[N:24])[CH:3]=3)=[C:7]2[CH:14]=[CH:13]1. The yield is 0.920. (7) The catalyst is C(Cl)Cl. The reactants are I[CH2:2]I.[Br:4][C:5]1[CH:10]=[CH:9][C:8]([O:11][CH3:12])=[C:7]([O:13][CH:14]=[CH2:15])[CH:6]=1.Cl. The yield is 0.670. The product is [Br:4][C:5]1[CH:10]=[CH:9][C:8]([O:11][CH3:12])=[C:7]([O:13][CH:14]2[CH2:2][CH2:15]2)[CH:6]=1.